Dataset: Full USPTO retrosynthesis dataset with 1.9M reactions from patents (1976-2016). Task: Predict the reactants needed to synthesize the given product. Given the product [OH:24][CH2:23][CH2:22][NH:21][CH2:20][C@@H:19]([C:15]1[CH:14]=[C:13]([NH:8][S:9]([CH3:12])(=[O:10])=[O:11])[CH:18]=[CH:17][CH:16]=1)[O:32][Si:33]([CH2:34][CH3:35])([CH2:36][CH3:37])[CH2:38][CH3:39], predict the reactants needed to synthesize it. The reactants are: C([N:8]([C:13]1[CH:18]=[CH:17][CH:16]=[C:15]([C@@H:19]([O:32][Si:33]([CH2:38][CH3:39])([CH2:36][CH3:37])[CH2:34][CH3:35])[CH2:20][N:21](CC2C=CC=CC=2)[CH2:22][CH2:23][OH:24])[CH:14]=1)[S:9]([CH3:12])(=[O:11])=[O:10])C1C=CC=CC=1.CO.O.[H][H].